Predict the reaction yield, written as a fraction of the theoretical maximum amount of product (1.0 means a 100% yield; for example, 0.34 means a 34% yield). From a dataset of Reaction yield outcomes from USPTO patents with 853,638 reactions. (1) The reactants are [H-].[Na+].[C:3]1([SH:9])[CH:8]=[CH:7][CH:6]=[CH:5][CH:4]=1.Br[C:11]([F:18])([F:17])[C:12]([O:14][CH2:15][CH3:16])=[O:13]. The catalyst is CS(C)=O. The product is [F:17][C:11]([F:18])([S:9][C:3]1[CH:8]=[CH:7][CH:6]=[CH:5][CH:4]=1)[C:12]([O:14][CH2:15][CH3:16])=[O:13]. The yield is 0.840. (2) The reactants are [CH3:1][C:2]([CH3:37])([CH3:36])[C:3]([N:5]1[N:9]=[C:8]([NH:10][C:11](=[O:20])[CH:12]([C:14]2[CH:19]=[CH:18][CH:17]=[CH:16][CH:15]=2)[CH3:13])[S:7][C:6]1([CH2:27][CH2:28][CH2:29][C:30]([NH:32][CH2:33][CH2:34][OH:35])=[O:31])[C:21]1[CH:26]=[CH:25][CH:24]=[CH:23][CH:22]=1)=[O:4].N1C=CC=CC=1.[Si:44](Cl)([C:47]([CH3:50])([CH3:49])[CH3:48])([CH3:46])[CH3:45].Cl. The catalyst is O.ClCCl. The product is [O:35]([CH2:34][CH2:33][NH:32][C:30](=[O:31])[CH2:29][CH2:28][CH2:27][C:6]1([C:21]2[CH:26]=[CH:25][CH:24]=[CH:23][CH:22]=2)[N:5]([C:3](=[O:4])[C:2]([CH3:36])([CH3:1])[CH3:37])[N:9]=[C:8]([NH:10][C:11](=[O:20])[CH:12]([C:14]2[CH:19]=[CH:18][CH:17]=[CH:16][CH:15]=2)[CH3:13])[S:7]1)[Si:44]([C:47]([CH3:50])([CH3:49])[CH3:48])([CH3:46])[CH3:45]. The yield is 0.850. (3) The reactants are [F:1][C:2]1[CH:7]=[CH:6][CH:5]=[C:4]([OH:8])[C:3]=1[C:9]1[N:18]=[C:17]([N:19]2[CH2:23][CH2:22][C@@H:21]([NH:24]C(=O)OCC3C=CC=CC=3)[CH2:20]2)[C:16]2[C:11](=[CH:12][C:13]([CH3:35])=[CH:14][CH:15]=2)[N:10]=1. The catalyst is CO.[Pd]. The product is [NH2:24][C@@H:21]1[CH2:22][CH2:23][N:19]([C:17]2[C:16]3[C:11](=[CH:12][C:13]([CH3:35])=[CH:14][CH:15]=3)[N:10]=[C:9]([C:3]3[C:2]([F:1])=[CH:7][CH:6]=[CH:5][C:4]=3[OH:8])[N:18]=2)[CH2:20]1. The yield is 0.930. (4) The reactants are [CH3:1][O:2][CH2:3][C:4]1[CH:5]=[C:6]([N+:10]([O-])=O)[CH:7]=[CH:8][CH:9]=1. The catalyst is C(O)(=O)C.[Zn]. The product is [CH3:1][O:2][CH2:3][C:4]1[CH:5]=[C:6]([CH:7]=[CH:8][CH:9]=1)[NH2:10]. The yield is 0.990. (5) The reactants are C([N:8]([C@H:16]1[CH2:21][CH2:20][C@H:19]([C:22]([OH:25])([CH3:24])[CH3:23])[CH2:18][CH2:17]1)CC1C=CC=CC=1)C1C=CC=CC=1. The product is [NH2:8][C@H:16]1[CH2:21][CH2:20][C@H:19]([C:22]([OH:25])([CH3:23])[CH3:24])[CH2:18][CH2:17]1. The yield is 0.370. The catalyst is [OH-].[Pd+2].[OH-].C(O)C. (6) The reactants are [Cl:1][C:2]1[CH:7]=[C:6]([C:8]([F:11])([F:10])[F:9])[CH:5]=[CH:4][C:3]=1[C:12]1[CH:17]=[CH:16][N:15]=[C:14]([NH:18][CH:19]([CH:22]2[CH2:24][CH2:23]2)[CH2:20][CH3:21])[C:13]=1[N+:25]([O-])=O.[O-]S(S([O-])=O)=O.[Na+].[Na+]. No catalyst specified. The product is [Cl:1][C:2]1[CH:7]=[C:6]([C:8]([F:9])([F:11])[F:10])[CH:5]=[CH:4][C:3]=1[C:12]1[CH:17]=[CH:16][N:15]=[C:14]([NH:18][CH:19]([CH:22]2[CH2:24][CH2:23]2)[CH2:20][CH3:21])[C:13]=1[NH2:25]. The yield is 0.940. (7) The reactants are [Cl:1][C:2]1[CH:11]=[C:10]([Cl:12])[CH:9]=[C:8]2[C:3]=1[C:4](=[O:24])[C:5]([CH3:23])([C:14]1[CH:19]=[CH:18][C:17]([N+:20]([O-])=O)=[CH:16][CH:15]=1)[C:6](=[O:13])[NH:7]2. The catalyst is CO. The product is [NH2:20][C:17]1[CH:16]=[CH:15][C:14]([C:5]2([CH3:23])[C:4](=[O:24])[C:3]3[C:8](=[CH:9][C:10]([Cl:12])=[CH:11][C:2]=3[Cl:1])[NH:7][C:6]2=[O:13])=[CH:19][CH:18]=1. The yield is 0.660. (8) The reactants are [CH:1]1([CH2:4][NH:5][C:6](=[O:12])[O:7][C:8]([CH3:11])([CH3:10])[CH3:9])[CH2:3][CH2:2]1.[Li]CCCC.Cl[CH2:19][O:20][CH3:21]. The catalyst is C1COCC1. The product is [CH:1]1([CH2:4][N:5]([CH2:19][O:20][CH3:21])[C:6](=[O:12])[O:7][C:8]([CH3:9])([CH3:11])[CH3:10])[CH2:2][CH2:3]1. The yield is 0.910. (9) The reactants are [N+:1]([C:4]1[CH:9]=[C:8]([O:10][CH3:11])[CH:7]=[CH:6][C:5]=1[S:12]([NH:15][C:16]1[CH:17]=[CH:18][CH:19]=[C:20]2[C:25]=1[N:24]=[C:23]([CH3:26])[CH:22]=[CH:21]2)(=[O:14])=[O:13])([O-])=O.[Sn](Cl)Cl. The catalyst is Cl. The product is [NH2:1][C:4]1[CH:9]=[C:8]([O:10][CH3:11])[CH:7]=[CH:6][C:5]=1[S:12]([NH:15][C:16]1[CH:17]=[CH:18][CH:19]=[C:20]2[C:25]=1[N:24]=[C:23]([CH3:26])[CH:22]=[CH:21]2)(=[O:14])=[O:13]. The yield is 0.700. (10) The reactants are [CH3:1][O:2][C:3]1[C:8]2[CH2:9][CH2:10][CH2:11][C:12](=O)[CH2:13][C:7]=2[CH:6]=[CH:5][C:4]=1[N+:15]([O-:17])=[O:16].[N:18]1([CH2:24][CH2:25][OH:26])[CH2:23][CH2:22][NH:21][CH2:20][CH2:19]1.C(O)(=O)C.C(O[BH-](OC(=O)C)OC(=O)C)(=O)C.[Na+].C(=O)(O)[O-].[Na+].[OH-].[Na+]. The catalyst is C(Cl)Cl. The product is [CH3:1][O:2][C:3]1[C:8]2[CH2:9][CH2:10][CH2:11][CH:12]([N:21]3[CH2:22][CH2:23][N:18]([CH2:24][CH2:25][OH:26])[CH2:19][CH2:20]3)[CH2:13][C:7]=2[CH:6]=[CH:5][C:4]=1[N+:15]([O-:17])=[O:16]. The yield is 0.850.